Dataset: Full USPTO retrosynthesis dataset with 1.9M reactions from patents (1976-2016). Task: Predict the reactants needed to synthesize the given product. Given the product [C:74]([C:44]1[CH:53]=[CH:52][CH:51]=[C:50]2[C:45]=1[CH:46]=[CH:47][C:48]([S:54]([N:57]([CH2:63][C:64]1[CH:69]=[CH:68][C:67]([O:70][CH3:71])=[CH:66][C:65]=1[O:72][CH3:73])[C:58]1[S:62][N:61]=[CH:60][N:59]=1)(=[O:56])=[O:55])=[CH:49]2)#[N:75], predict the reactants needed to synthesize it. The reactants are: CC1(C)C2C(=C(P(C3C=CC=CC=3)C3C=CC=CC=3)C=CC=2)OC2C(P(C3C=CC=CC=3)C3C=CC=CC=3)=CC=CC1=2.Br[C:44]1[CH:53]=[CH:52][CH:51]=[C:50]2[C:45]=1[CH:46]=[CH:47][C:48]([S:54]([N:57]([CH2:63][C:64]1[CH:69]=[CH:68][C:67]([O:70][CH3:71])=[CH:66][C:65]=1[O:72][CH3:73])[C:58]1[S:62][N:61]=[CH:60][N:59]=1)(=[O:56])=[O:55])=[CH:49]2.[C:74]([Zn]C#N)#[N:75].